From a dataset of Forward reaction prediction with 1.9M reactions from USPTO patents (1976-2016). Predict the product of the given reaction. (1) Given the reactants C[O:2][C:3]1[CH:12]=[C:11]2[C:6]([CH:7]=[CH:8][N:9]=[C:10]2[N:13]2[CH2:18][CH2:17][NH:16][CH2:15][CH2:14]2)=[CH:5][CH:4]=1.Br.[OH-].[Na+].[C:22]([O:26][C:27](O[C:27]([O:26][C:22]([CH3:25])([CH3:24])[CH3:23])=[O:28])=[O:28])([CH3:25])([CH3:24])[CH3:23], predict the reaction product. The product is: [C:22]([O:26][C:27]([N:16]1[CH2:17][CH2:18][N:13]([C:10]2[C:11]3[C:6](=[CH:5][CH:4]=[C:3]([OH:2])[CH:12]=3)[CH:7]=[CH:8][N:9]=2)[CH2:14][CH2:15]1)=[O:28])([CH3:25])([CH3:24])[CH3:23]. (2) The product is: [F:34][CH:32]([F:33])[C:29]1[N:30]=[CH:31][N:27]([C:21]2[CH:20]=[C:19]([S:1][CH2:58][C:57]([F:60])([F:59])[F:56])[C:24]([CH3:25])=[CH:23][C:22]=2[CH3:26])[N:28]=1. Given the reactants [S:1]([C:19]1[CH:20]=[C:21]([N:27]2[CH:31]=[N:30][C:29]([CH:32]([F:34])[F:33])=[N:28]2)[C:22]([CH3:26])=[CH:23][C:24]=1[CH3:25])[S:1][C:19]1[CH:20]=[C:21]([N:27]2[CH:31]=[N:30][C:29]([CH:32]([F:34])[F:33])=[N:28]2)[C:22]([CH3:26])=[CH:23][C:24]=1[CH3:25].S(S([O-])=O)([O-])=O.[Na+].[Na+].C([O-])([O-])=O.[K+].[K+].C(S([O-])=O)O.[Na+].[I-].[F:56][C:57]([F:60])([F:59])[CH3:58], predict the reaction product. (3) The product is: [CH:1]1([CH2:4][S:5][CH:6]2[CH2:15][CH2:14][C:9](=[O:10])[CH2:8][CH2:7]2)[CH2:3][CH2:2]1. Given the reactants [CH:1]1([CH2:4][S:5][CH:6]2[CH2:15][CH2:14][C:9]3(OCC[O:10]3)[CH2:8][CH2:7]2)[CH2:3][CH2:2]1.Cl, predict the reaction product. (4) Given the reactants [NH2:1][C:2]1[CH:3]=[C:4]([CH:28]=[CH:29][CH:30]=1)[O:5][C:6]1[C:7]2[CH:27]=[CH:26][NH:25][C:8]=2[N:9]=[C:10]([NH:12][C:13]2[CH:18]=[CH:17][C:16]([O:19][CH2:20][CH2:21][O:22][CH3:23])=[C:15]([F:24])[CH:14]=2)[N:11]=1.CCN(C(C)C)C(C)C.[C:40](Cl)(=[O:43])[CH:41]=[CH2:42].[OH-].[Na+], predict the reaction product. The product is: [F:24][C:15]1[CH:14]=[C:13]([NH:12][C:10]2[N:11]=[C:6]([O:5][C:4]3[CH:3]=[C:2]([NH:1][C:40](=[O:43])[CH:41]=[CH2:42])[CH:30]=[CH:29][CH:28]=3)[C:7]3[CH:27]=[CH:26][NH:25][C:8]=3[N:9]=2)[CH:18]=[CH:17][C:16]=1[O:19][CH2:20][CH2:21][O:22][CH3:23]. (5) Given the reactants [OH:1][C:2]1[C:7]([C:8]2[CH:13]=[CH:12][CH:11]=[CH:10][CH:9]=2)=[CH:6][NH:5][C:4](=[O:14])[CH:3]=1.CS(C1C=CNC(=O)C=1)(=O)=O.[CH2:26]([C:29]1[CH:30]=[N:31][C:32]([N:35]2[CH2:40][CH2:39][CH:38](CS([O-])(=O)=O)[CH2:37][CH2:36]2)=[N:33][CH:34]=1)[CH2:27][CH3:28].CS(OC1CCN(C(OC(C)(C)C)=O)CC1)(=O)=O, predict the reaction product. The product is: [C:8]1([C:7]2[C:2]([O:1][CH:38]3[CH2:39][CH2:40][N:35]([C:32]4[N:31]=[CH:30][C:29]([CH2:26][CH2:27][CH3:28])=[CH:34][N:33]=4)[CH2:36][CH2:37]3)=[CH:3][C:4](=[O:14])[NH:5][CH:6]=2)[CH:9]=[CH:10][CH:11]=[CH:12][CH:13]=1. (6) Given the reactants [CH:1]1([C:6](Cl)=[O:7])[CH2:5][CH2:4][CH2:3][CH2:2]1.[CH3:9][C:10]1[C:16]([OH:17])=[CH:15][CH:14]=[CH:13][C:11]=1[OH:12].[Cl-].[Cl-].[Cl-].[Al+3], predict the reaction product. The product is: [CH:1]1([C:6]([C:15]2[CH:14]=[CH:13][C:11]([OH:12])=[C:10]([CH3:9])[C:16]=2[OH:17])=[O:7])[CH2:5][CH2:4][CH2:3][CH2:2]1.